From a dataset of Catalyst prediction with 721,799 reactions and 888 catalyst types from USPTO. Predict which catalyst facilitates the given reaction. (1) Reactant: [OH:1][CH2:2][C:3]([CH3:9])([CH3:8])[C:4]([O:6][CH3:7])=[O:5].CCOC(/N=N/C(OCC)=O)=O.C1(P(C2C=CC=CC=2)C2C=CC=CC=2)C=CC=CC=1.O[C:42]1[C:47]([O:48][CH3:49])=[C:46]([O:50][CH3:51])[CH:45]=[CH:44][C:43]=1[C:52]1[CH:53]=[C:54]2[C:58](=[CH:59][CH:60]=1)[C:57](=[O:61])[O:56][CH2:55]2. Product: [CH3:49][O:48][C:47]1[C:46]([O:50][CH3:51])=[CH:45][CH:44]=[C:43]([C:52]2[CH:53]=[C:54]3[C:58](=[CH:59][CH:60]=2)[C:57](=[O:61])[O:56][CH2:55]3)[C:42]=1[O:1][CH2:2][C:3]([CH3:9])([CH3:8])[C:4]([O:6][CH3:7])=[O:5]. The catalyst class is: 54. (2) Reactant: [Br:1]N1C(=O)CCC1=O.[CH2:9]([NH:11][C:12]([N:14]1[C:18]([CH3:19])=[CH:17][C:16]([O:20][C:21]2[C:26]([Cl:27])=[CH:25][C:24]([C:28]([F:31])([F:30])[F:29])=[CH:23][N:22]=2)=[N:15]1)=[O:13])[CH3:10].O. Product: [CH2:9]([NH:11][C:12]([N:14]1[C:18]([CH3:19])=[C:17]([Br:1])[C:16]([O:20][C:21]2[C:26]([Cl:27])=[CH:25][C:24]([C:28]([F:29])([F:30])[F:31])=[CH:23][N:22]=2)=[N:15]1)=[O:13])[CH3:10]. The catalyst class is: 4. (3) Reactant: [N+:1]([C:4]1[CH:9]=[CH:8][C:7]([C:10]2[N:19]=[C:18]([C:20]([O:22][CH2:23][CH3:24])=[O:21])[C:17]3[C:12](=[CH:13][CH:14]=[CH:15][CH:16]=3)[N:11]=2)=[CH:6][CH:5]=1)([O-])=O.[OH-].[Na+].[O-]S([O-])(=S)=O.[Na+].[Na+]. Product: [NH2:1][C:4]1[CH:9]=[CH:8][C:7]([C:10]2[N:19]=[C:18]([C:20]([O:22][CH2:23][CH3:24])=[O:21])[C:17]3[C:12](=[CH:13][CH:14]=[CH:15][CH:16]=3)[N:11]=2)=[CH:6][CH:5]=1. The catalyst class is: 6. (4) Reactant: [C:1]1([C:7]2([NH2:13])[CH2:12][CH2:11][CH2:10][NH:9][CH2:8]2)[CH:6]=[CH:5][CH:4]=[CH:3][CH:2]=1.[CH3:14][C:15]([CH3:17])=O.C[Si]([C:22]#[N:23])(C)C.[OH-].[Na+]. Product: [NH2:13][C:7]1([C:1]2[CH:2]=[CH:3][CH:4]=[CH:5][CH:6]=2)[CH2:12][CH2:11][CH2:10][N:9]([C:15]([CH3:17])([CH3:14])[C:22]#[N:23])[CH2:8]1. The catalyst class is: 676. (5) Reactant: [H-].[Na+].[F:3][C:4]1[CH:9]=[CH:8][C:7]([C:10](=[O:12])[CH3:11])=[CH:6][CH:5]=1.C([O:15][C:16](=O)[CH:17]([CH3:20])[CH2:18][CH3:19])C.Cl. Product: [F:3][C:4]1[CH:9]=[CH:8][C:7]([C:10](=[O:12])[CH2:11][C:16](=[O:15])[CH:17]([CH3:20])[CH2:18][CH3:19])=[CH:6][CH:5]=1. The catalyst class is: 12.